This data is from Full USPTO retrosynthesis dataset with 1.9M reactions from patents (1976-2016). The task is: Predict the reactants needed to synthesize the given product. (1) Given the product [Br:1][C:2]1[C:10]2[C:5](=[N:6][CH:7]=[CH:8][CH:9]=2)[N:4]([C:16]([O:15][C:12]([CH3:14])([CH3:13])[CH3:11])=[O:17])[CH:3]=1, predict the reactants needed to synthesize it. The reactants are: [Br:1][C:2]1[C:10]2[C:5](=[N:6][CH:7]=[CH:8][CH:9]=2)[NH:4][CH:3]=1.[CH3:11][C:12]([O:15][C:16](O[C:16]([O:15][C:12]([CH3:14])([CH3:13])[CH3:11])=[O:17])=[O:17])([CH3:14])[CH3:13].O. (2) Given the product [CH2:1]([O:3][C:4]([C:6]1[C:7]([CH3:18])=[C:8]2[C:13]([Cl:21])=[C:12]([C:15]#[N:16])[CH:11]=[N:10][N:9]2[CH:17]=1)=[O:5])[CH3:2], predict the reactants needed to synthesize it. The reactants are: [CH2:1]([O:3][C:4]([C:6]1[C:7]([CH3:18])=[C:8]2[C:13](=O)[C:12]([C:15]#[N:16])=[CH:11][NH:10][N:9]2[CH:17]=1)=[O:5])[CH3:2].O=P(Cl)(Cl)[Cl:21].